Task: Predict the reactants needed to synthesize the given product.. Dataset: Full USPTO retrosynthesis dataset with 1.9M reactions from patents (1976-2016) (1) Given the product [CH3:16][O:15][C:8]1[CH:7]=[C:4]([CH:5]=[C:20]([N+:17]([O-:19])=[O:18])[CH3:21])[C:3]([O:2][CH3:1])=[CH:10][C:9]=1[CH2:11][CH2:12][S:13][CH3:14], predict the reactants needed to synthesize it. The reactants are: [CH3:1][O:2][C:3]1[CH:10]=[C:9]([CH2:11][CH2:12][S:13][CH3:14])[C:8]([O:15][CH3:16])=[CH:7][C:4]=1[CH:5]=O.[N+:17]([CH2:20][CH3:21])([O-:19])=[O:18].C([O-])(=O)C.[NH4+]. (2) Given the product [ClH:59].[ClH:59].[ClH:59].[NH2:46][C@H:27]1[CH2:26][C:25]2[CH:54]=[C:21]([CH:22]=[CH:23][C:24]=2[OH:55])[C:20]2=[CH:56][C:16](=[C:17]([OH:57])[CH:18]=[CH:19]2)[CH2:15][C@@H:14]([C:12]([NH:11][CH2:10][CH2:9][NH:7][CH3:6])=[O:13])[NH:32][C:31](=[O:33])[C@H:30]([CH2:34][CH2:35][CH2:36][NH2:37])[NH:29][C:28]1=[O:45], predict the reactants needed to synthesize it. The reactants are: C(O[C:6](=O)[N:7]([CH2:9][CH2:10][NH:11][C:12]([C@H:14]1[NH:32][C:31](=[O:33])[C@H:30]([CH2:34][CH2:35][CH2:36][NH:37]C(OC(C)(C)C)=O)[NH:29][C:28](=[O:45])[C@@H:27]([NH:46]C(OC(C)(C)C)=O)[CH2:26][C:25]2[CH:54]=[C:21]([CH:22]=[CH:23][C:24]=2[OH:55])[C:20]2=[CH:56][C:16](=[C:17]([OH:57])[CH:18]=[CH:19]2)[CH2:15]1)=[O:13])C)(C)(C)C.[ClH:59].O1CCOCC1. (3) Given the product [CH2:15]([O:17][C:18](=[O:28])[CH2:19][O:20][C:21]1[CH:26]=[CH:25][CH:24]=[C:23]([NH:27][C:12]([C:10]2[O:11][C:7]([C:1]3[CH:2]=[CH:3][CH:4]=[CH:5][CH:6]=3)=[CH:8][CH:9]=2)=[O:14])[CH:22]=1)[CH3:16], predict the reactants needed to synthesize it. The reactants are: [C:1]1([C:7]2[O:11][C:10]([C:12]([OH:14])=O)=[CH:9][CH:8]=2)[CH:6]=[CH:5][CH:4]=[CH:3][CH:2]=1.[CH2:15]([O:17][C:18](=[O:28])[CH2:19][O:20][C:21]1[CH:26]=[CH:25][CH:24]=[C:23]([NH2:27])[CH:22]=1)[CH3:16].